This data is from Catalyst prediction with 721,799 reactions and 888 catalyst types from USPTO. The task is: Predict which catalyst facilitates the given reaction. (1) Reactant: [CH2:1]1[C:9]2[C:4](=[CH:5][C:6]([N:10]3[C:15]4[N:16]=[C:17]([NH:20][C:21]5[CH:26]=[CH:25][C:24]([CH:27]6[CH2:32][CH2:31][N:30]([CH2:33][C:34](O)=[O:35])[CH2:29][CH2:28]6)=[CH:23][CH:22]=5)[N:18]=[CH:19][C:14]=4[C:13](=[O:37])[C:12]([C:38](=[O:42])[NH:39][O:40][CH3:41])=[CH:11]3)=[CH:7][CH:8]=2)[CH2:3][CH2:2]1.C(Cl)(=O)C([Cl:46])=O.CN(C=O)C. Product: [CH2:1]1[C:9]2[C:4](=[CH:5][C:6]([N:10]3[C:15]4[N:16]=[C:17]([NH:20][C:21]5[CH:26]=[CH:25][C:24]([CH:27]6[CH2:32][CH2:31][N:30]([CH2:33][C:34]([Cl:46])=[O:35])[CH2:29][CH2:28]6)=[CH:23][CH:22]=5)[N:18]=[CH:19][C:14]=4[C:13](=[O:37])[C:12]([C:38](=[O:42])[NH:39][O:40][CH3:41])=[CH:11]3)=[CH:7][CH:8]=2)[CH2:3][CH2:2]1. The catalyst class is: 2. (2) The catalyst class is: 1. Reactant: COP([CH2:7][C:8]([O:10][C:11]([CH3:14])([CH3:13])[CH3:12])=[O:9])(OC)=O.[H-].[Na+].O=[C:18]1[CH2:23][CH2:22][CH2:21][N:20]([C:24]([O:26][C:27]([CH3:30])([CH3:29])[CH3:28])=[O:25])[CH2:19]1. Product: [C:11]([O:10][C:8](=[O:9])/[CH:7]=[C:22]1/[CH2:21][N:20]([C:24]([O:26][C:27]([CH3:30])([CH3:29])[CH3:28])=[O:25])[CH2:19][CH2:18][CH2:23]/1)([CH3:12])([CH3:13])[CH3:14].[C:11]([O:10][C:8](=[O:9])/[CH:7]=[C:22]1\[CH2:21][N:20]([C:24]([O:26][C:27]([CH3:30])([CH3:29])[CH3:28])=[O:25])[CH2:19][CH2:18][CH2:23]\1)([CH3:12])([CH3:13])[CH3:14]. (3) Reactant: [C:1](N1C=CN=C1)([N:3]1[CH:7]=[CH:6][N:5]=[CH:4]1)=[O:2].[N:13]1([CH2:19][CH2:20][OH:21])[CH2:18][CH2:17][O:16][CH2:15][CH2:14]1.CCOCC. Product: [N:3]1([C:1]([O:21][CH2:20][CH2:19][N:13]2[CH2:18][CH2:17][O:16][CH2:15][CH2:14]2)=[O:2])[CH:7]=[CH:6][N:5]=[CH:4]1. The catalyst class is: 2. (4) Reactant: [C:1]1([CH:7]([C:19]2[CH:24]=[CH:23][CH:22]=[CH:21][CH:20]=2)[O:8][CH:9]2[CH2:14][CH2:13][N:12]([CH2:15][CH2:16][CH2:17][NH2:18])[CH2:11][CH2:10]2)[CH:6]=[CH:5][CH:4]=[CH:3][CH:2]=1.Cl[C:26]1[CH:27]=[CH:28][C:29]2[N:30]([CH:32]=[C:33]([C:35]([CH3:42])([CH3:41])[C:36]([O:38][CH2:39][CH3:40])=[O:37])[N:34]=2)[N:31]=1.C(=O)(O)[O-].[Na+].[C:48]([OH:55])(=[O:54])/[CH:49]=[CH:50]/[C:51]([OH:53])=[O:52]. Product: [C:48]([OH:55])(=[O:54])/[CH:49]=[CH:50]/[C:51]([OH:53])=[O:52].[C:48]([OH:55])(=[O:54])/[CH:49]=[CH:50]/[C:51]([OH:53])=[O:52].[C:19]1([CH:7]([C:1]2[CH:2]=[CH:3][CH:4]=[CH:5][CH:6]=2)[O:8][CH:9]2[CH2:14][CH2:13][N:12]([CH2:15][CH2:16][CH2:17][NH:18][C:26]3[CH:27]=[CH:28][C:29]4[N:30]([CH:32]=[C:33]([C:35]([CH3:41])([CH3:42])[C:36]([O:38][CH2:39][CH3:40])=[O:37])[N:34]=4)[N:31]=3)[CH2:11][CH2:10]2)[CH:24]=[CH:23][CH:22]=[CH:21][CH:20]=1. The catalyst class is: 5. (5) Reactant: [C:1]([C:4]1[C:12]2[C:11]([CH3:13])=[C:10]([C:14]([NH:16][C:17]3[CH:26]=[C:25]([C:27]([OH:30])([CH3:29])[CH3:28])[C:24]4[C:19](=[CH:20][CH:21]=[CH:22][CH:23]=4)[N:18]=3)=[O:15])[S:9][C:8]=2[C:7]([C:31](=[O:33])[CH3:32])=[CH:6][CH:5]=1)(=[O:3])[CH3:2].[BrH:34]. Product: [BrH:34].[C:1]([C:4]1[C:12]2[C:11]([CH3:13])=[C:10]([C:14]([NH:16][C:17]3[CH:26]=[C:25]([C:27]([OH:30])([CH3:29])[CH3:28])[C:24]4[C:19](=[CH:20][CH:21]=[CH:22][CH:23]=4)[N:18]=3)=[O:15])[S:9][C:8]=2[C:7]([C:31](=[O:33])[CH3:32])=[CH:6][CH:5]=1)(=[O:3])[CH3:2]. The catalyst class is: 41. (6) Reactant: [F:1][C:2]1[CH:7]=[CH:6][C:5]([C:8]2[C:9]([C:15]#N)=[N:10][C:11]([CH3:14])=[CH:12][CH:13]=2)=[CH:4][CH:3]=1.[OH-:17].[Na+].[OH2:19]. Product: [F:1][C:2]1[CH:7]=[CH:6][C:5]([C:8]2[C:9]([C:15]([OH:19])=[O:17])=[N:10][C:11]([CH3:14])=[CH:12][CH:13]=2)=[CH:4][CH:3]=1. The catalyst class is: 5.